This data is from Reaction yield outcomes from USPTO patents with 853,638 reactions. The task is: Predict the reaction yield, written as a fraction of the theoretical maximum amount of product (1.0 means a 100% yield; for example, 0.34 means a 34% yield). (1) The catalyst is C1(C)C=CC=CC=1. The reactants are [N:1]([C:4]1[CH:14]=[CH:13][C:7]([C:8]([NH:10][CH2:11][CH3:12])=[O:9])=[CH:6][C:5]=1[OH:15])=[N+:2]=[N-:3].[C:16]([O:20][CH2:21][CH3:22])(=[O:19])[C:17]#[CH:18]. The product is [CH2:11]([NH:10][C:8]([C:7]1[CH:13]=[CH:14][C:4]([N:1]2[CH:18]=[C:17]([C:16]([O:20][CH2:21][CH3:22])=[O:19])[N:3]=[N:2]2)=[C:5]([OH:15])[CH:6]=1)=[O:9])[CH3:12]. The yield is 0.680. (2) The reactants are [OH-].[Li+].[CH3:3][C:4]1[CH:13]=[C:12]([CH3:14])[C:11]2[CH2:10][CH2:9][CH2:8][CH2:7][C:6]=2[C:5]=1[N:15]1[C:19]([C:20]([F:23])([F:22])[F:21])=[N:18][N:17]=[C:16]1[S:24][CH2:25][C:26]([O:28]CC)=[O:27]. The catalyst is C1COCC1.CO.O. The product is [CH3:3][C:4]1[CH:13]=[C:12]([CH3:14])[C:11]2[CH2:10][CH2:9][CH2:8][CH2:7][C:6]=2[C:5]=1[N:15]1[C:19]([C:20]([F:22])([F:21])[F:23])=[N:18][N:17]=[C:16]1[S:24][CH2:25][C:26]([OH:28])=[O:27]. The yield is 0.980.